Dataset: Merck oncology drug combination screen with 23,052 pairs across 39 cell lines. Task: Regression. Given two drug SMILES strings and cell line genomic features, predict the synergy score measuring deviation from expected non-interaction effect. Drug 1: Nc1ccn(C2OC(CO)C(O)C2(F)F)c(=O)n1. Drug 2: CC1(c2nc3c(C(N)=O)cccc3[nH]2)CCCN1. Cell line: MDAMB436. Synergy scores: synergy=2.96.